This data is from Merck oncology drug combination screen with 23,052 pairs across 39 cell lines. The task is: Regression. Given two drug SMILES strings and cell line genomic features, predict the synergy score measuring deviation from expected non-interaction effect. (1) Drug 1: C=CCn1c(=O)c2cnc(Nc3ccc(N4CCN(C)CC4)cc3)nc2n1-c1cccc(C(C)(C)O)n1. Drug 2: O=C(O)C1(Cc2cccc(Nc3nccs3)n2)CCC(Oc2cccc(Cl)c2F)CC1. Cell line: NCIH1650. Synergy scores: synergy=11.0. (2) Drug 1: CCC1(O)CC2CN(CCc3c([nH]c4ccccc34)C(C(=O)OC)(c3cc4c(cc3OC)N(C)C3C(O)(C(=O)OC)C(OC(C)=O)C5(CC)C=CCN6CCC43C65)C2)C1. Drug 2: NC1(c2ccc(-c3nc4ccn5c(=O)[nH]nc5c4cc3-c3ccccc3)cc2)CCC1. Cell line: VCAP. Synergy scores: synergy=-9.69. (3) Drug 1: NC1(c2ccc(-c3nc4ccn5c(=O)[nH]nc5c4cc3-c3ccccc3)cc2)CCC1. Drug 2: CCC1(O)C(=O)OCc2c1cc1n(c2=O)Cc2cc3c(CN(C)C)c(O)ccc3nc2-1. Cell line: T47D. Synergy scores: synergy=21.5. (4) Drug 1: CN(C)C(=N)N=C(N)N. Drug 2: O=C(NOCC(O)CO)c1ccc(F)c(F)c1Nc1ccc(I)cc1F. Cell line: HT144. Synergy scores: synergy=-3.81. (5) Drug 1: COC1CC2CCC(C)C(O)(O2)C(=O)C(=O)N2CCCCC2C(=O)OC(C(C)CC2CCC(OP(C)(C)=O)C(OC)C2)CC(=O)C(C)C=C(C)C(O)C(OC)C(=O)C(C)CC(C)C=CC=CC=C1C. Drug 2: CNC(=O)c1cc(Oc2ccc(NC(=O)Nc3ccc(Cl)c(C(F)(F)F)c3)cc2)ccn1. Cell line: T47D. Synergy scores: synergy=9.03. (6) Drug 1: N#Cc1ccc(Cn2cncc2CN2CCN(c3cccc(Cl)c3)C(=O)C2)cc1. Drug 2: Nc1ccn(C2OC(CO)C(O)C2(F)F)c(=O)n1. Cell line: NCIH520. Synergy scores: synergy=1.43. (7) Drug 1: CN1C(=O)C=CC2(C)C3CCC4(C)C(NC(=O)OCC(F)(F)F)CCC4C3CCC12. Drug 2: O=C(NOCC(O)CO)c1ccc(F)c(F)c1Nc1ccc(I)cc1F. Cell line: UACC62. Synergy scores: synergy=-7.99.